From a dataset of Peptide-MHC class II binding affinity with 134,281 pairs from IEDB. Regression. Given a peptide amino acid sequence and an MHC pseudo amino acid sequence, predict their binding affinity value. This is MHC class II binding data. The peptide sequence is AAIHEMFVNTLVASS. The binding affinity (normalized) is 0.713. The MHC is HLA-DPA10103-DPB10301 with pseudo-sequence HLA-DPA10103-DPB10301.